From a dataset of Reaction yield outcomes from USPTO patents with 853,638 reactions. Predict the reaction yield, written as a fraction of the theoretical maximum amount of product (1.0 means a 100% yield; for example, 0.34 means a 34% yield). The reactants are [N+:1]([C:4]1[CH:9]=[CH:8][CH:7]=[CH:6][C:5]=1[S:10]([NH:13][C:14]1[CH:15]=[CH:16][C:17]([C:24]([F:27])([F:26])[F:25])=[C:18]2[C:23]=1[N:22]=[CH:21][CH:20]=[CH:19]2)(=[O:12])=[O:11])([O-])=O.Cl[Sn]Cl. The catalyst is Cl.CCO. The product is [NH2:1][C:4]1[CH:9]=[CH:8][CH:7]=[CH:6][C:5]=1[S:10]([NH:13][C:14]1[CH:15]=[CH:16][C:17]([C:24]([F:27])([F:26])[F:25])=[C:18]2[C:23]=1[N:22]=[CH:21][CH:20]=[CH:19]2)(=[O:12])=[O:11]. The yield is 0.900.